Dataset: Reaction yield outcomes from USPTO patents with 853,638 reactions. Task: Predict the reaction yield, written as a fraction of the theoretical maximum amount of product (1.0 means a 100% yield; for example, 0.34 means a 34% yield). (1) The reactants are Cl.O[C:3]1[CH:13]=[C:12]([O:14][CH2:15][CH2:16][O:17][CH2:18][CH2:19][O:20][CH3:21])[CH:11]=[CH:10][C:4]=1C(=N)OCC.Cl.[NH2:23][CH2:24][C:25]([NH:31]Cl)([CH3:30])[C:26]([O:28][CH3:29])=[O:27].CCN(CC)CC.[CH3:40][OH:41]. No catalyst specified. The product is [OH:41][C:40]1[C:12]([O:14][CH2:15][CH2:16][O:17][CH2:18][CH2:19][O:20][CH3:21])=[CH:13][CH:3]=[CH:4][C:10]=1[C:11]1[NH:23][CH2:24][C:25]([CH3:30])([C:26]([O:28][CH3:29])=[O:27])[N:31]=1. The yield is 0.250. (2) The reactants are C[O:2][C:3](=[O:12])[CH:4]=[CH:5][C:6]1[N:7]=[C:8]([Br:11])[S:9][CH:10]=1.[OH-].[Li+]. The catalyst is O1CCCC1.O. The product is [Br:11][C:8]1[S:9][CH:10]=[C:6]([CH:5]=[CH:4][C:3]([OH:12])=[O:2])[N:7]=1. The yield is 0.910. (3) The reactants are [C:1]1([CH3:19])[CH:6]=[CH:5][C:4]([N:7]2[C:11](C(O)=O)=[CH:10][C:9]([Si:15]([CH3:18])([CH3:17])[CH3:16])=[N:8]2)=[CH:3][CH:2]=1.C([N:22]([CH2:25]C)CC)C.C1(P(N=[N+]=[N-])(C2C=CC=CC=2)=[O:34])C=CC=CC=1.[C:44]([OH:48])([CH3:47])([CH3:46])[CH3:45]. The catalyst is C1(C)C=CC=CC=1. The product is [C:44]([O:48][C:25](=[O:34])[NH:22][C:11]1[N:7]([C:4]2[CH:3]=[CH:2][C:1]([CH3:19])=[CH:6][CH:5]=2)[N:8]=[C:9]([Si:15]([CH3:16])([CH3:17])[CH3:18])[CH:10]=1)([CH3:47])([CH3:46])[CH3:45]. The yield is 0.650. (4) The reactants are O1CCCCC1[N:7]1[C:15]2[C:10](=[CH:11][C:12]([C:16]3[N:20]=[CH:19][N:18](C(C4C=CC=CC=4)(C4C=CC=CC=4)C4C=CC=CC=4)[N:17]=3)=[CH:13][CH:14]=2)[C:9]([C:40]2[CH:41]=[C:42]([CH:47]=[CH:48][CH:49]=2)[C:43]([O:45]C)=O)=[N:8]1.[OH-].[Li+].O[N:53]1[C:57]2[CH:58]=[CH:59][CH:60]=[CH:61][C:56]=2N=N1.[NH2:62][CH2:63]CN1CCCCC1.Cl.C(N=C=NCCCN(C)C)C.Cl. The catalyst is O1CCCC1.O.O1CCOCC1. The product is [NH:18]1[CH:19]=[N:20][C:16]([C:12]2[CH:11]=[C:10]3[C:15](=[CH:14][CH:13]=2)[NH:7][N:8]=[C:9]3[C:40]2[CH:41]=[C:42]([C:43]([NH:62][CH2:63][CH2:56][CH:61]3[CH2:60][CH2:59][CH2:58][CH2:57][NH:53]3)=[O:45])[CH:47]=[CH:48][CH:49]=2)=[N:17]1. The yield is 0.280. (5) The reactants are Cl[C:2]1[N:11]=[C:10]2[C:5]([C:6](=[O:18])[C:7]([C:15]([OH:17])=[O:16])=[CH:8][N:9]2[CH:12]2[CH2:14][CH2:13]2)=[CH:4][C:3]=1[F:19].[C:20]([O:24][C:25]([N:27]1[CH2:32][CH2:31][CH:30]([CH2:33][CH2:34][NH2:35])[CH2:29][CH2:28]1)=[O:26])([CH3:23])([CH3:22])[CH3:21]. No catalyst specified. The product is [C:20]([O:24][C:25]([N:27]1[CH2:32][CH2:31][CH:30]([CH2:33][CH2:34][NH:35][C:2]2[N:11]=[C:10]3[C:5]([C:6](=[O:18])[C:7]([C:15]([OH:17])=[O:16])=[CH:8][N:9]3[CH:12]3[CH2:14][CH2:13]3)=[CH:4][C:3]=2[F:19])[CH2:29][CH2:28]1)=[O:26])([CH3:23])([CH3:22])[CH3:21]. The yield is 0.460. (6) The reactants are [F:1][C:2]1[CH:3]=[C:4]([CH:17]=[CH:18][C:19]=1[F:20])[CH2:5][O:6][CH2:7][CH2:8][CH2:9][CH2:10][CH2:11][CH2:12][CH2:13][C:14]([OH:16])=O.C(N(CC)C(C)C)(C)C.N1(OC(N(C)C)=[N+](C)C)C2N=CC=CC=2N=N1.F[P-](F)(F)(F)(F)F.Cl.Cl.[CH2:56]([O:63][C:64](=[O:72])[CH2:65][C@@H:66]([NH2:71])[CH2:67][N:68]([CH3:70])[CH3:69])[C:57]1[CH:62]=[CH:61][CH:60]=[CH:59][CH:58]=1. The catalyst is CN(C)C=O. The product is [CH2:56]([O:63][C:64](=[O:72])[CH2:65][C@@H:66]([NH:71][C:14](=[O:16])[CH2:13][CH2:12][CH2:11][CH2:10][CH2:9][CH2:8][CH2:7][O:6][CH2:5][C:4]1[CH:17]=[CH:18][C:19]([F:20])=[C:2]([F:1])[CH:3]=1)[CH2:67][N:68]([CH3:69])[CH3:70])[C:57]1[CH:62]=[CH:61][CH:60]=[CH:59][CH:58]=1. The yield is 0.500. (7) The product is [C:1]([N:3]=[C:4]([N:28]1[CH2:27][CH2:26][N:25]([C:29]2[CH:38]=[N:37][C:36]3[C:31](=[CH:32][CH:33]=[CH:34][CH:35]=3)[N:30]=2)[CH2:24][CH:23]1[CH:20]([CH3:22])[CH3:21])[NH:5][C:6]1[CH:7]=[N:8][CH:9]=[CH:10][C:11]=1[CH3:12])#[N:2]. The yield is 0.170. The reactants are [C:1]([N:3]=[C:4](OC1C=CC=CC=1)[NH:5][C:6]1[CH:7]=[N:8][CH:9]=[CH:10][C:11]=1[CH3:12])#[N:2].[CH:20]([CH:23]1[NH:28][CH2:27][CH2:26][N:25]([C:29]2[CH:38]=[N:37][C:36]3[C:31](=[CH:32][CH:33]=[CH:34][CH:35]=3)[N:30]=2)[CH2:24]1)([CH3:22])[CH3:21].C(#N)C.C(N(CC)CC)C. The catalyst is C(OCC)(=O)C.